Dataset: Catalyst prediction with 721,799 reactions and 888 catalyst types from USPTO. Task: Predict which catalyst facilitates the given reaction. (1) Reactant: Cl[CH2:2][C:3]([NH:5][C:6]1[CH:11]=[C:10]([Cl:12])[CH:9]=[CH:8][C:7]=1[O:13][CH2:14][CH2:15][CH2:16][N:17]1[CH2:22][CH2:21][C:20]([CH2:24][C:25]2[CH:30]=[CH:29][C:28]([Cl:31])=[CH:27][CH:26]=2)([OH:23])[C:19]([CH3:33])([CH3:32])[CH2:18]1)=[O:4].[CH3:34][NH:35][CH3:36]. Product: [Cl:12][C:10]1[CH:9]=[CH:8][C:7]([O:13][CH2:14][CH2:15][CH2:16][N:17]2[CH2:22][CH2:21][C:20]([CH2:24][C:25]3[CH:30]=[CH:29][C:28]([Cl:31])=[CH:27][CH:26]=3)([OH:23])[C:19]([CH3:33])([CH3:32])[CH2:18]2)=[C:6]([NH:5][C:3](=[O:4])[CH2:2][N:35]([CH3:36])[CH3:34])[CH:11]=1. The catalyst class is: 1. (2) Reactant: [F:1][C:2]1[CH:3]=[CH:4][C:5]([C:8]([OH:10])=[O:9])=[N:6][CH:7]=1.C(Cl)CCl.O.N1C2C(=NC=CC=2)N(O)N=1.[F:26][C:27]1[N:37]=[CH:36][C:35]2[C:34](=[O:38])[N:33]3[CH2:39][C@H:40]([C:43](=[N:45]O)[NH2:44])[CH2:41][CH2:42][C@H:32]3[CH2:31][CH2:30][C:29]=2[CH:28]=1. Product: [F:26][C:27]1[N:37]=[CH:36][C:35]2[C:34](=[O:38])[N:33]3[CH2:39][C@H:40]([C:43](=[N:44][O:9][C:8]([C:5]4[CH:4]=[CH:3][C:2]([F:1])=[CH:7][N:6]=4)=[O:10])[NH2:45])[CH2:41][CH2:42][C@H:32]3[CH2:31][CH2:30][C:29]=2[CH:28]=1. The catalyst class is: 18. (3) Reactant: [CH3:1][C:2]1[C:6]2[CH:7]=[C:8]([N:11]3[CH2:16][CH2:15][O:14][CH2:13][CH2:12]3)[CH:9]=[CH:10][C:5]=2[O:4][C:3]=1[CH:17]=[O:18].[CH:19]1([Mg]Br)[CH2:24][CH2:23][CH2:22][CH2:21][CH2:20]1. Product: [CH:19]1([CH:17]([C:3]2[O:4][C:5]3[CH:10]=[CH:9][C:8]([N:11]4[CH2:16][CH2:15][O:14][CH2:13][CH2:12]4)=[CH:7][C:6]=3[C:2]=2[CH3:1])[OH:18])[CH2:24][CH2:23][CH2:22][CH2:21][CH2:20]1. The catalyst class is: 7.